From a dataset of Forward reaction prediction with 1.9M reactions from USPTO patents (1976-2016). Predict the product of the given reaction. Given the reactants N1C2C(=NC=CC=2)N(O[C:11]([C:13]2[C:17]([CH3:18])=[C:16](/[CH:19]=[C:20]3\[C:21](=[O:41])[NH:22][C:23]4[C:28]\3=[CH:27][C:26]([S:29]([CH2:32][C:33]3[C:38]([Cl:39])=[CH:37][CH:36]=[CH:35][C:34]=3[Cl:40])(=[O:31])=[O:30])=[CH:25][CH:24]=4)[NH:15][C:14]=2[CH3:42])=[O:12])N=1.[N:43]1([CH2:48][CH2:49][CH2:50][NH2:51])[CH:47]=[CH:46][N:45]=[CH:44]1, predict the reaction product. The product is: [N:43]1([CH2:48][CH2:49][CH2:50][NH:51][C:11]([C:13]2[C:17]([CH3:18])=[C:16](/[CH:19]=[C:20]3\[C:21](=[O:41])[NH:22][C:23]4[C:28]\3=[CH:27][C:26]([S:29]([CH2:32][C:33]3[C:34]([Cl:40])=[CH:35][CH:36]=[CH:37][C:38]=3[Cl:39])(=[O:30])=[O:31])=[CH:25][CH:24]=4)[NH:15][C:14]=2[CH3:42])=[O:12])[CH:47]=[CH:46][N:45]=[CH:44]1.